Dataset: Reaction yield outcomes from USPTO patents with 853,638 reactions. Task: Predict the reaction yield, written as a fraction of the theoretical maximum amount of product (1.0 means a 100% yield; for example, 0.34 means a 34% yield). (1) The reactants are C(NC(C)C)(C)C.[CH:8]1([C:11]([O:13][C:14]([CH3:17])([CH3:16])[CH3:15])=[O:12])[CH2:10][CH2:9]1.[CH3:18][C@H:19]1[C:23](=O)[O:22]C(=O)[N:20]1[C:26]([O:28][CH2:29][C:30]1[CH:35]=[CH:34][CH:33]=[CH:32][CH:31]=1)=[O:27].C(O)(=O)C. The catalyst is C1COCC1.O. The product is [CH2:29]([O:28][C:26]([NH:20][C@@H:19]([CH3:18])[C:23]([C:8]1([C:11]([O:13][C:14]([CH3:17])([CH3:16])[CH3:15])=[O:12])[CH2:10][CH2:9]1)=[O:22])=[O:27])[C:30]1[CH:35]=[CH:34][CH:33]=[CH:32][CH:31]=1. The yield is 0.290. (2) The reactants are [NH2:1][C:2]1[CH:7]=[CH:6][C:5]([CH:8]2[C:17]([CH3:19])([CH3:18])[CH2:16][C:15]3[C:10](=[CH:11][CH:12]=[C:13]([C:20]([OH:22])=[O:21])[CH:14]=3)[NH:9]2)=[CH:4][CH:3]=1.[F:23][C:24]1[CH:29]=[CH:28][C:27]([S:30](Cl)(=[O:32])=[O:31])=[CH:26][CH:25]=1. The catalyst is N1C=CC=CC=1. The product is [F:23][C:24]1[CH:29]=[CH:28][C:27]([S:30]([NH:1][C:2]2[CH:3]=[CH:4][C:5]([CH:8]3[C:17]([CH3:18])([CH3:19])[CH2:16][C:15]4[C:10](=[CH:11][CH:12]=[C:13]([C:20]([OH:22])=[O:21])[CH:14]=4)[NH:9]3)=[CH:6][CH:7]=2)(=[O:32])=[O:31])=[CH:26][CH:25]=1. The yield is 0.630. (3) The reactants are [CH:1]1[C:13]2[NH:12][C:11]3[C:6](=[CH:7][CH:8]=[CH:9][CH:10]=3)[C:5]=2[CH:4]=[CH:3][CH:2]=1.C(=O)([O-])[O-].[K+].[K+].C1O[CH2:36][CH2:35]OCCOCCOCCOCCOC1. The catalyst is ClC1C=CC=CC=1Cl.[Cu]. The product is [N:12]1[CH:36]=[CH:35][CH:9]=[CH:10][C:11]=1[N:12]1[C:11]2[CH:10]=[CH:9][CH:8]=[CH:7][C:6]=2[C:5]2[C:13]1=[CH:1][CH:2]=[CH:3][CH:4]=2. The yield is 0.930. (4) The yield is 0.930. The catalyst is CN(C=O)C.C1COCC1. The reactants are [Cl:1][C:2]1[C:7]([O:8][CH3:9])=[CH:6][C:5]([C@H:10]2[C@H:15]([OH:16])[C@@H:14]([OH:17])[C@H:13]([OH:18])[C@@H:12]([CH2:19][OH:20])[O:11]2)=[CH:4][C:3]=1[CH2:21][C:22]1[CH:27]=[CH:26][C:25]([O:28][CH2:29][CH3:30])=[CH:24][CH:23]=1.[H-].[Na+].[CH2:33](Br)[C:34]1[CH:39]=[CH:38][CH:37]=[CH:36][CH:35]=1.O. The product is [CH2:33]([O:18][C@H:13]1[C@H:14]([O:17][CH2:33][C:34]2[CH:39]=[CH:38][CH:37]=[CH:36][CH:35]=2)[C@@H:15]([O:16][CH2:21][C:22]2[CH:27]=[CH:26][CH:25]=[CH:24][CH:23]=2)[C@H:10]([C:5]2[CH:6]=[C:7]([O:8][CH3:9])[C:2]([Cl:1])=[C:3]([CH2:21][C:22]3[CH:27]=[CH:26][C:25]([O:28][CH2:29][CH3:30])=[CH:24][CH:23]=3)[CH:4]=2)[O:11][C@@H:12]1[CH2:19][O:20][CH2:10][C:5]1[CH:6]=[CH:7][CH:2]=[CH:3][CH:4]=1)[C:34]1[CH:39]=[CH:38][CH:37]=[CH:36][CH:35]=1. (5) The reactants are Br[CH2:2][CH2:3][S:4]([CH2:7][CH2:8][C:9]([O:11]C)=[O:10])(=[O:6])=[O:5].[OH-].[Na+].Cl. The catalyst is C1COCC1. The product is [CH:3]([S:4]([CH2:7][CH2:8][C:9]([OH:11])=[O:10])(=[O:6])=[O:5])=[CH2:2]. The yield is 0.710. (6) The reactants are [O:1]1[C:6]2[CH:7]=[CH:8][C:9]([CH2:11]O)=[CH:10][C:5]=2[O:4][CH2:3][CH2:2]1.O=S(Cl)[Cl:15]. No catalyst specified. The product is [Cl:15][CH2:11][C:9]1[CH:8]=[CH:7][C:6]2[O:1][CH2:2][CH2:3][O:4][C:5]=2[CH:10]=1. The yield is 0.880. (7) The reactants are [NH:1]1[CH:5]=[C:4]([C:6]#[N:7])[N:3]=[CH:2]1.[CH3:8][Si:9]([CH3:16])([CH3:15])[CH2:10][CH2:11][O:12][CH2:13]Cl.C([O-])([O-])=O.[K+].[K+].CC(C)=O. The catalyst is CCOC(C)=O. The product is [CH3:8][Si:9]([CH3:16])([CH3:15])[CH2:10][CH2:11][O:12][CH2:13][N:1]1[CH:5]=[C:4]([C:6]#[N:7])[N:3]=[CH:2]1. The yield is 0.700.